From a dataset of Drug-target binding data from BindingDB using Ki measurements. Regression. Given a target protein amino acid sequence and a drug SMILES string, predict the binding affinity score between them. We predict pKi (pKi = -log10(Ki in M); higher means stronger inhibition). Dataset: bindingdb_ki. (1) The drug is NCCC(=O)N[C@@H](Cc1c[nH]c2ccc(O)cc12)C(=O)N[C@@H](Cc1ccc(Cl)cc1)C(=O)N[C@@H](Cc1ccncc1)C(=O)N[C@H](Cc1c[nH]c2ccccc12)C(N)=O. The target protein sequence is NEVTLLDSRSVQGELGWIASPLEGGWEEVSIMDEKNTPIRTYQVCNVMEPSQNNWLRTDWITREGAQRVYIEIKFTLRDCNSLPGVMGTCKETFNLYYYESDNDKERFIRENQFVKIDTIAADESFTQVDIGDRIMKLNTEIRDVGPLSKKGFYLAFQDVGACIALVSVRVFYKKCPLTVR. The pKi is 5.7. (2) The compound is Cc1cccc(C)c1C(=O)N1CCC(C)(N2CCC(C(C)c3ccc(Br)cc3)CC2)CC1. The target protein (P51682) has sequence MDFQGSVPTYSYDIDYGMSAPCQKINVKQIAAQLLPPLYSLVFIFGFVGNMMVFLILISCKKLKSVTDIYLLNLAISDLLFLLTLPFWAHYAANEWVFGNIMCKVFTGLYHIGYFGGIFFIILLTIDRYLAIVHAVFALKVRTVNFGVITSVVTWAVAVFASLPEIIFTRSQKEGFHYTCSPHFPHTQYHFWKSFQTLKMVILSLILPLLVMVICYSGILHTLFRCRNEKKRHRAVRLIFAIMIVYFLFWTPYNIVLLLTTFQEFFGLNNCSSSNRLDQAMQATETLGMTHCCLNPVIYAFVGEKFRSYLSVFFRKHMVKRFCKRCSIFQQDNPDRASSVYTRSTGEHEVSTGL. The pKi is 7.2. (3) The compound is CC[N+](CC)(CC)CCC#Cc1cc(OC)c(OC)c(OC)c1. The target protein (Q8BGY9) has sequence MSFHVEGLVAIILFYLLIFLVGIWAAWKTKNSGNPEERSEAIIVGGRDIGLLVGGFTMTATWVGGGYINGTAEAVYGPGCGLAWAQAPIGYSLSLILGGLFFAKPMRSKGYVTMLDPFQQIYGKRMGGLLFIPALMGEMFWAAAIFSALGATISVIIDVDVNISVIVSALIAILYTLVGGLYSVAYTDVVQLFCIFIGLWISVPFALSHPAVTDIGFTAVHAKYQSPWLGTIESVEVYTWLDNFLLLMLGGIPWQAYFQRVLSSSSATYAQVLSFLAAFGCLVMALPAICIGAIGASTDWNQTAYGYPDPKTKEEADMILPIVLQYLCPVYISFFGLGAVSAAVMSSADSSILSASSMFARNIYQLSFRQNASDKEIVWVMRITVLVFGASATAMALLTKTVYGLWYLSSDLVYIIIFPQLLCVLFIKGTNTYGAVAGYIFGLFLRITGGEPYLYLQPLIFYPGYYSDKNGIYNQRFPFKTLSMVTSFFTNICVSYLAKY.... The pKi is 6.2. (4) The small molecule is Cc1cc2ncn(CC(=O)c3ccc([N+](=O)[O-])cc3)c2cc1C. The target protein (P70313) has sequence MGNLKSVGQEPGPPCGLGLGLGLGLCGKQGPASPAPEPSQAPAPPSPTRPAPDHSPPLTRPPDGPRFPRVKNWEVGSITYDTLSAQAQQDGPCTSRRCLGSLVFPRKLQSRPTQGPSPTEQLLGQARDFINQYYNSIKRSGSQAHEQRLQEVEAEVAATGTYQLRESELVFGAKQAWRNAPRCVGRIQWGKLQVFDARDCRTAQEMFTYICNHIKYATNRGNLRSAITVFPQRCPGRGDFRIWNSQLIRYAGYRQQDGSVRGDPANVEITELCIQHGWTPGNGRFDVLPLLLQAPDEPPELFTLPPEMVLEVPLEHPTLEWFAALGLRWYALPAVSNMLLEIGGLEFPAAPFSGWYMSSEIGMRDLCDPHRYNILEDVAVCMDLDTRTTSSLWKDKAAVEINVAVLHSYQLAKVTIVDHHAATASFMKHLENEQKARGGCPADWAWIVPPISGSLTPVFHQEMVNYFLSPAFRYQPDPWKGSAAKGAGITRKKTFKEVAN.... The pKi is 4.4. (5) The drug is CC(C)C[C@H](NC(=O)[C@H](CC(C)C)NC(=O)[C@H](Cc1ccccc1)NC(=O)[C@@H](N)CO)C(=O)N[C@@H](CCCN=C(N)N)C(=O)O. The target protein (Q63645) has sequence MRSLSLAWLLGGITLLAASASCNRTVNAPGPNSKGRSLIGRLDTPPPITGKGAPVEPGFSVDEFSASVLTGKLTTVFLPVIYIIVFVIGLPSNGMALWVFFFRTKKKHPAVIYMANLALADLLSVIWFPLKISYHLHGNDWTYGDALCKVLIGFFYGNMYCSILFMTCLSVQRYWVIVNPMGHSRKRANIAVGVSLAIWLLIFLVTIPLYVMRQTIYIPALNITTCHDVLPEEVLVGDMFSYFLSLAIGVFLFPALLTASAYVLMIKTLRSSAMDEHSEKKRRRAIRLIITVLSMYFICFAPSNVLLVVHYFLIKSQRQSHVYALYLVALCLSTLNSCIDPFVYYFVSKDFRDQARNALLCRSVRTVKRMQISLTSNKFSRKSSSYSSSSTSVKTSY. The pKi is 5.0.